From a dataset of Forward reaction prediction with 1.9M reactions from USPTO patents (1976-2016). Predict the product of the given reaction. (1) Given the reactants [ClH:1].[C:2](=[NH:9])(OCC)[CH2:3][CH2:4][CH3:5].C(N(CC)CC)C.[CH2:17]([O:19][C:20]1[CH:29]=[CH:28][CH:27]=[CH:26][C:21]=1[C:22]([NH:24][NH2:25])=[O:23])[CH3:18].C(=N)(OCC)CCC.Cl, predict the reaction product. The product is: [ClH:1].[NH:9]=[C:2]([NH:25][NH:24][C:22](=[O:23])[C:21]1[CH:26]=[CH:27][CH:28]=[CH:29][C:20]=1[O:19][CH2:17][CH3:18])[CH2:3][CH2:4][CH3:5]. (2) Given the reactants [CH3:1][CH:2]([CH3:38])[C@H:3]([NH:33][C:34](=[O:37])[O:35][CH3:36])[C:4](=[O:32])[N:5]1[CH2:9][CH2:8][CH2:7][C@H:6]1[C:10]1[NH:14][C:13]2[C:15]3[C:20]([CH:21]=[CH:22][C:12]=2[N:11]=1)=[CH:19][C:18](B1OC(C)(C)C(C)(C)O1)=[CH:17][CH:16]=3.[Br:39][C:40]1[CH:41]=[CH:42][C:43]2[CH:47]=[C:46](I)[S:45][C:44]=2[CH:49]=1.C([O-])([O-])=O.[K+].[K+], predict the reaction product. The product is: [Br:39][C:40]1[CH:41]=[CH:42][C:43]2[CH:47]=[C:46]([C:18]3[CH:19]=[C:20]4[C:15](=[CH:16][CH:17]=3)[C:13]3[NH:14][C:10]([C@@H:6]5[CH2:7][CH2:8][CH2:9][N:5]5[C:4](=[O:32])[C@@H:3]([NH:33][C:34](=[O:37])[O:35][CH3:36])[CH:2]([CH3:38])[CH3:1])=[N:11][C:12]=3[CH:22]=[CH:21]4)[S:45][C:44]=2[CH:49]=1. (3) Given the reactants Br[CH2:2][C@@:3]([OH:20])([CH3:19])[C:4]([NH:6][C:7]1[CH:12]=[CH:11][C:10]([C:13]#[N:14])=[C:9]([C:15]([F:18])([F:17])[F:16])[CH:8]=1)=[O:5].Br[NH-].C([O-])([O-])=O.[K+].[K+].[F:29][C:30]1[CH:37]=[C:36]([OH:38])[CH:35]=[CH:34][C:31]=1[C:32]#[N:33].O, predict the reaction product. The product is: [C:13]([C:10]1[CH:11]=[CH:12][C:7]([NH:6][C:4](=[O:5])[C@:3]([OH:20])([CH3:19])[CH2:2][O:38][C:36]2[CH:35]=[CH:34][C:31]([C:32]#[N:33])=[C:30]([F:29])[CH:37]=2)=[CH:8][C:9]=1[C:15]([F:18])([F:17])[F:16])#[N:14]. (4) Given the reactants C([N:8]1[CH2:15][CH:14]2[CH:10]([CH2:11][N:12]([C:16]3[N:21]=[C:20]([CH3:22])[CH:19]=[C:18]([CH3:23])[N:17]=3)[CH2:13]2)[CH2:9]1)C1C=CC=CC=1.[C:24]([OH:27])(=[O:26])[CH3:25], predict the reaction product. The product is: [CH3:23][C:18]1[CH:19]=[C:20]([CH3:22])[N:21]=[C:16]([N:12]2[CH2:13][CH:14]3[CH:10]([CH2:9][NH:8][CH2:15]3)[CH2:11]2)[N:17]=1.[CH3:25][C:24]([OH:27])=[O:26]. (5) Given the reactants [OH:1][CH2:2][CH:3]1[CH2:8][CH2:7][CH2:6][NH:5][CH2:4]1.[C:9](O[C:9]([O:11][C:12]([CH3:15])([CH3:14])[CH3:13])=[O:10])([O:11][C:12]([CH3:15])([CH3:14])[CH3:13])=[O:10], predict the reaction product. The product is: [C:12]([O:11][C:9]([N:5]1[CH2:6][CH2:7][CH2:8][CH:3]([CH2:2][OH:1])[CH2:4]1)=[O:10])([CH3:15])([CH3:14])[CH3:13]. (6) The product is: [Br:1][C:2]1[CH:7]=[CH:6][C:5]([O:8][CH3:10])=[C:4]([Cl:9])[CH:3]=1. Given the reactants [Br:1][C:2]1[CH:7]=[CH:6][C:5]([OH:8])=[C:4]([Cl:9])[CH:3]=1.[CH3:10]N(C)C=O.C(=O)([O-])[O-].[Cs+].[Cs+].IC, predict the reaction product.